From a dataset of Forward reaction prediction with 1.9M reactions from USPTO patents (1976-2016). Predict the product of the given reaction. (1) Given the reactants [CH2:1]([O:8][C@@H:9]1[C@@H:15]([O:16][CH2:17][C:18]2[CH:23]=[CH:22][CH:21]=[CH:20][CH:19]=2)[C@H:14]([O:24][CH2:25][C:26]2[CH:31]=[CH:30][CH:29]=[CH:28][CH:27]=2)[C@@H:13]([CH2:32][O:33][CH2:34][C:35]2[CH:40]=[CH:39][CH:38]=[CH:37][CH:36]=2)[O:12][CH:10]1O)[C:2]1[CH:7]=[CH:6][CH:5]=[CH:4][CH:3]=1.CN(C=O)C.C(Br)(=O)C([Br:49])=O.C(OCC)(=O)C, predict the reaction product. The product is: [CH2:1]([O:8][C@@H:9]1[C@@H:15]([O:16][CH2:17][C:18]2[CH:23]=[CH:22][CH:21]=[CH:20][CH:19]=2)[C@H:14]([O:24][CH2:25][C:26]2[CH:31]=[CH:30][CH:29]=[CH:28][CH:27]=2)[C@@H:13]([CH2:32][O:33][CH2:34][C:35]2[CH:40]=[CH:39][CH:38]=[CH:37][CH:36]=2)[O:12][C@@H:10]1[Br:49])[C:2]1[CH:7]=[CH:6][CH:5]=[CH:4][CH:3]=1. (2) Given the reactants [CH:1]1([C:4]2[C:9]([N:10]3[C:14](=[O:15])[N:13]([CH3:16])[N:12]=[N:11]3)=[CH:8][C:7]([N:17]3C(=O)C4C(=CC=CC=4)C3=O)=[CH:6][C:5]=2[C:28]([F:31])([F:30])[F:29])[CH2:3][CH2:2]1, predict the reaction product. The product is: [NH2:17][C:7]1[CH:6]=[C:5]([C:28]([F:31])([F:30])[F:29])[C:4]([CH:1]2[CH2:2][CH2:3]2)=[C:9]([N:10]2[C:14](=[O:15])[N:13]([CH3:16])[N:12]=[N:11]2)[CH:8]=1. (3) The product is: [C:25]([C:5]1[C:4]2[C:14]([C:17]3[CH:22]=[CH:21][C:20]([O:23][CH3:24])=[CH:19][CH:18]=3)=[N:15][O:16][C:3]=2[C:2]([OH:1])=[C:7]([C:8]([O:10][CH2:11][CH3:12])=[O:9])[N:6]=1)#[N:26]. Given the reactants [OH:1][C:2]1[C:3]2[O:16][N:15]=[C:14]([C:17]3[CH:22]=[CH:21][C:20]([O:23][CH3:24])=[CH:19][CH:18]=3)[C:4]=2[C:5](I)=[N:6][C:7]=1[C:8]([O:10][CH2:11][CH3:12])=[O:9].[C:25]([Cu])#[N:26].[OH-].[NH4+].Cl, predict the reaction product. (4) The product is: [Br:14][C:15]1[CH:16]=[CH:17][C:18]([F:36])=[C:19]([C@:21]([NH:22][C:28]([O:30][C:31]([CH3:34])([CH3:33])[CH3:32])=[O:29])([CH3:25])[CH2:35][N:6]2[CH:7]=[C:3]([CH:2]([F:1])[F:13])[N:4]=[C:5]2[C:8]([O:10][CH2:11][CH3:12])=[O:9])[CH:20]=1. Given the reactants [F:1][CH:2]([F:13])[C:3]1[N:4]=[C:5]([C:8]([O:10][CH2:11][CH3:12])=[O:9])[NH:6][CH:7]=1.[Br:14][C:15]1[CH:16]=[CH:17][C:18]([F:36])=[C:19]([C@:21]2([CH3:35])[CH2:25]OS(=O)(=O)[N:22]2[C:28]([O:30][C:31]([CH3:34])([CH3:33])[CH3:32])=[O:29])[CH:20]=1.C([O-])([O-])=O.[K+].[K+], predict the reaction product. (5) Given the reactants [C:1]([C:5]1[O:9][N:8]=[C:7]([NH:10][C:11]([NH:13][C:14]2[CH:19]=[CH:18][CH:17]=[C:16]([S:20][C:21]3[C:30]4[C:25](=[CH:26][C:27]([O:33][CH2:34][CH2:35][CH2:36]Cl)=[C:28]([O:31][CH3:32])[CH:29]=4)[N:24]=[CH:23][N:22]=3)[CH:15]=2)=[O:12])[CH:6]=1)([CH3:4])([CH3:3])[CH3:2].[N:38]1([CH2:44][CH2:45][OH:46])[CH2:43][CH2:42][NH:41][CH2:40][CH2:39]1, predict the reaction product. The product is: [C:1]([C:5]1[O:9][N:8]=[C:7]([NH:10][C:11]([NH:13][C:14]2[CH:19]=[CH:18][CH:17]=[C:16]([S:20][C:21]3[C:30]4[C:25](=[CH:26][C:27]([O:33][CH2:34][CH2:35][CH2:36][N:41]5[CH2:42][CH2:43][N:38]([CH2:44][CH2:45][OH:46])[CH2:39][CH2:40]5)=[C:28]([O:31][CH3:32])[CH:29]=4)[N:24]=[CH:23][N:22]=3)[CH:15]=2)=[O:12])[CH:6]=1)([CH3:4])([CH3:3])[CH3:2]. (6) Given the reactants C1(C(C2C=CC=CC=2)[N:8]2[C:16]3[C:11](=[C:12]([C:17]4[CH:18]=[N:19][C:20]5[C:25]([CH:26]=4)=[CH:24][CH:23]=[CH:22][CH:21]=5)[CH:13]=[CH:14][CH:15]=3)[C:10]3([C:38]4[C:29](=[CH:30][C:31]5[O:36][CH2:35][CH2:34][O:33][C:32]=5[CH:37]=4)[O:28][CH2:27]3)[C:9]2=[O:39])C=CC=CC=1.C1(C(C2C=CC=CC=2)N2C3C(=CC=CC=3)C3(C4C=C(C)C(OC)=CC=4OC3)C2=O)C=CC=CC=1, predict the reaction product. The product is: [N:19]1[C:20]2[C:25](=[CH:24][CH:23]=[CH:22][CH:21]=2)[CH:26]=[C:17]([C:12]2[CH:13]=[CH:14][CH:15]=[C:16]3[C:11]=2[C:10]2([C:38]4[C:29](=[CH:30][C:31]5[O:36][CH2:35][CH2:34][O:33][C:32]=5[CH:37]=4)[O:28][CH2:27]2)[C:9](=[O:39])[NH:8]3)[CH:18]=1. (7) Given the reactants [NH2:1][C:2]1[N:7]=[CH:6][C:5]([CH2:8][O:9][C:10](=[O:14])[N:11]([CH3:13])[CH3:12])=[C:4]([CH2:15]O)[C:3]=1[Cl:17].O=S(Cl)[Cl:20].ClC1C=NC=C(Cl)C=1CCl, predict the reaction product. The product is: [NH2:1][C:2]1[N:7]=[CH:6][C:5]([CH2:8][O:9][C:10](=[O:14])[N:11]([CH3:13])[CH3:12])=[C:4]([CH2:15][Cl:20])[C:3]=1[Cl:17]. (8) Given the reactants [CH2:1]([O:3][C@@H:4]1[CH2:8][N:7]([CH:9]2[CH2:14][CH2:13][O:12][CH2:11][CH2:10]2)[CH2:6][C@H:5]1[NH2:15])[CH3:2].[F:16][C:17]([F:32])([F:31])[C:18]1[CH:19]=[C:20]([CH:28]=[CH:29][CH:30]=1)[C:21]([NH:23][CH2:24][C:25](O)=[O:26])=[O:22].CN(C(ON1N=NC2C=CC=NC1=2)=[N+](C)C)C.F[P-](F)(F)(F)(F)F.C1C=CC2N(O)N=NC=2C=1.CCN(C(C)C)C(C)C.[NH4+].[OH-], predict the reaction product. The product is: [CH2:1]([O:3][C@@H:4]1[CH2:8][N:7]([CH:9]2[CH2:14][CH2:13][O:12][CH2:11][CH2:10]2)[CH2:6][C@H:5]1[NH:15][C:25](=[O:26])[CH2:24][NH:23][C:21](=[O:22])[C:20]1[CH:28]=[CH:29][CH:30]=[C:18]([C:17]([F:16])([F:32])[F:31])[CH:19]=1)[CH3:2]. (9) Given the reactants CC1NC(C)=C([CH:7]([C:9]2[CH:10]=[CH:11][CH:12]=[C:13]3[C:18]=2[N:17]=[CH:16][CH:15]=[CH:14]3)C)N=1.[As](=O)(O)(O)[OH:21].OCC([CH2:29][OH:30])O, predict the reaction product. The product is: [CH3:7][C:9]1[C:10]([C:29]([OH:30])=[O:21])=[CH:11][CH:12]=[C:13]2[C:18]=1[N:17]=[CH:16][CH:15]=[CH:14]2.